Dataset: Reaction yield outcomes from USPTO patents with 853,638 reactions. Task: Predict the reaction yield, written as a fraction of the theoretical maximum amount of product (1.0 means a 100% yield; for example, 0.34 means a 34% yield). (1) The reactants are [Cl:1][C:2]1[C:14]([Cl:15])=[CH:13][CH:12]=[C:11]2[C:3]=1[C:4]1[CH2:5][CH2:6][CH2:7][C:8](=[O:26])[C:9]=1[N:10]2[S:16]([C:19]1[CH:25]=[CH:24][C:22]([CH3:23])=[CH:21][CH:20]=1)(=[O:18])=[O:17].[Li+].C[Si]([N-][Si](C)(C)C)(C)C.[F:37]NS(C1C=CC=CC=1)(=O)=O. The catalyst is C1COCC1. The product is [Cl:1][C:2]1[C:14]([Cl:15])=[CH:13][CH:12]=[C:11]2[C:3]=1[C:4]1[CH2:5][CH2:6][CH:7]([F:37])[C:8](=[O:26])[C:9]=1[N:10]2[S:16]([C:19]1[CH:20]=[CH:21][C:22]([CH3:23])=[CH:24][CH:25]=1)(=[O:18])=[O:17]. The yield is 0.320. (2) The product is [Cl:14][C:12]1[CH:11]=[CH:10][C:9]([O:15][CH3:16])=[C:8]([C:6]2[N:21]=[C:19]([CH3:20])[NH:22][C:4](=[O:17])[CH:5]=2)[CH:13]=1. The catalyst is C(O)C. The reactants are C(O[C:4](=[O:17])[CH2:5][C:6]([C:8]1[CH:13]=[C:12]([Cl:14])[CH:11]=[CH:10][C:9]=1[O:15][CH3:16])=O)C.Cl.[C:19]([NH2:22])(=[NH:21])[CH3:20].C(=O)([O-])[O-].[K+].[K+]. The yield is 0.680. (3) The reactants are [CH:1]1([CH:6]=[C:7]([C:17]2[CH:22]=[CH:21][C:20]([N:23]([CH3:25])[CH3:24])=[CH:19][CH:18]=2)[C:8]2[NH:16][C:11]3=[N:12][CH:13]=[CH:14][CH:15]=[C:10]3[CH:9]=2)[CH2:5][CH2:4][CH2:3][CH2:2]1. The catalyst is [Pd].CO. The product is [CH:1]1([CH2:6][CH:7]([C:17]2[CH:18]=[CH:19][C:20]([N:23]([CH3:25])[CH3:24])=[CH:21][CH:22]=2)[C:8]2[NH:16][C:11]3=[N:12][CH:13]=[CH:14][CH:15]=[C:10]3[CH:9]=2)[CH2:5][CH2:4][CH2:3][CH2:2]1. The yield is 0.510. (4) The reactants are Cl[C:2]1[N:7]=[C:6]2[N:8]([C:11]3[CH:16]=[CH:15][CH:14]=[C:13]([O:17][C:18]([F:21])([F:20])[F:19])[CH:12]=3)[N:9]=[N:10][C:5]2=[CH:4][CH:3]=1.[CH3:22][N:23]1[CH2:28][CH2:27][CH:26]([CH2:29][NH2:30])[CH2:25][CH2:24]1.C(N(CC)CC)C. The catalyst is C(O)C. The product is [CH3:22][N:23]1[CH2:28][CH2:27][CH:26]([CH2:29][NH:30][C:2]2[N:7]=[C:6]3[N:8]([C:11]4[CH:16]=[CH:15][CH:14]=[C:13]([O:17][C:18]([F:21])([F:20])[F:19])[CH:12]=4)[N:9]=[N:10][C:5]3=[CH:4][CH:3]=2)[CH2:25][CH2:24]1. The yield is 0.0100. (5) The reactants are F[C:2]1[CH:9]=[CH:8][C:7]([C:10]#[C:11][Si](C)(C)C)=[CH:6][C:3]=1[C:4]#[N:5].CO.[C:18](=O)([O-])[O-:19].[Cs+].[Cs+]. The catalyst is C(Cl)Cl.C(OCC)C. The product is [C:10]([C:7]1[CH:8]=[CH:9][C:2]([O:19][CH3:18])=[C:3]([CH:6]=1)[C:4]#[N:5])#[CH:11]. The yield is 0.690. (6) The reactants are C1(C(O)=O)[CH2:5][CH2:4][CH:3]([C:6]([OH:8])=[O:7])[CH2:2]1.[CH3:12]O.S(=O)(=O)(O)O.CO.[C:21]([O:24][CH2:25]C)(=[O:23])[CH3:22]. No catalyst specified. The product is [CH:22]1([C:21]([O:24][CH3:25])=[O:23])[CH2:5][CH2:4][CH:3]([C:6]([O:8][CH3:12])=[O:7])[CH2:2]1. The yield is 1.00.